Dataset: Forward reaction prediction with 1.9M reactions from USPTO patents (1976-2016). Task: Predict the product of the given reaction. (1) The product is: [Cl:1][C:2]1[N:3]=[C:4]([N:23]2[CH2:24][CH2:25][O:26][CH2:27][CH2:28]2)[C:5]2[S:10][C:9]([C:11]3[CH:12]=[N:13][C:14]([N:17]4[CH2:22][CH2:21][N:20]([S:30]([CH3:29])(=[O:32])=[O:31])[CH2:19][CH2:18]4)=[CH:15][CH:16]=3)=[CH:8][C:6]=2[N:7]=1. Given the reactants [Cl:1][C:2]1[N:3]=[C:4]([N:23]2[CH2:28][CH2:27][O:26][CH2:25][CH2:24]2)[C:5]2[S:10][C:9]([C:11]3[CH:12]=[N:13][C:14]([N:17]4[CH2:22][CH2:21][NH:20][CH2:19][CH2:18]4)=[CH:15][CH:16]=3)=[CH:8][C:6]=2[N:7]=1.[CH3:29][S:30](Cl)(=[O:32])=[O:31].C(N(CC)CC)C, predict the reaction product. (2) The product is: [N:35]1[CH:40]=[CH:39][CH:38]=[CH:37][C:36]=1[CH2:41][CH2:42][NH:43][S:29]([NH:32][C:33](=[O:34])[O:27][CH2:26][CH2:25][CH2:24][C:14]1[CH:15]=[CH:16][C:17]([O:19][CH2:20][CH2:21][O:22][CH3:23])=[CH:18][C:13]=1[O:12][C:3]1[C:2]([Cl:1])=[CH:7][C:6]([C:8]([F:9])([F:11])[F:10])=[CH:5][N:4]=1)(=[O:31])=[O:30]. Given the reactants [Cl:1][C:2]1[C:3]([O:12][C:13]2[CH:18]=[C:17]([O:19][CH2:20][CH2:21][O:22][CH3:23])[CH:16]=[CH:15][C:14]=2[CH2:24][CH2:25][CH2:26][OH:27])=[N:4][CH:5]=[C:6]([C:8]([F:11])([F:10])[F:9])[CH:7]=1.Cl[S:29]([N:32]=[C:33]=[O:34])(=[O:31])=[O:30].[N:35]1[CH:40]=[CH:39][CH:38]=[CH:37][C:36]=1[CH2:41][CH2:42][NH2:43].[Cl-].[NH4+], predict the reaction product.